This data is from Catalyst prediction with 721,799 reactions and 888 catalyst types from USPTO. The task is: Predict which catalyst facilitates the given reaction. (1) Reactant: [CH3:1][C:2]1[N:25]([CH3:26])[C:5]2[CH:6]=[C:7]([C:22](O)=[O:23])[C:8]3[CH2:9][CH2:10][C:11]4([NH:20][C:21]=3[C:4]=2[N:3]=1)[CH2:19][C:18]1[C:13](=[CH:14][CH:15]=[CH:16][CH:17]=1)[CH2:12]4.[CH3:27][O:28][CH2:29][CH2:30][CH2:31][NH2:32]. Product: [CH3:27][O:28][CH2:29][CH2:30][CH2:31][NH:32][C:22]([C:7]1[C:8]2[CH2:9][CH2:10][C:11]3([NH:20][C:21]=2[C:4]2[N:3]=[C:2]([CH3:1])[N:25]([CH3:26])[C:5]=2[CH:6]=1)[CH2:19][C:18]1[C:13](=[CH:14][CH:15]=[CH:16][CH:17]=1)[CH2:12]3)=[O:23]. The catalyst class is: 7. (2) Reactant: [Cl:1][C:2]1[CH:3]=[CH:4][C:5]2[CH:9]=[C:8]([O:10][S:11]([N:13]3[CH2:18][CH2:17][NH:16][C:15](=[O:19])[CH:14]3[CH2:20][C:21]([O:23][CH2:24][CH3:25])=[O:22])=[O:12])[S:7][C:6]=2[CH:26]=1.Br[C:28]1[CH:33]=[C:32]([C:34]#[N:35])[CH:31]=[CH:30][C:29]=1[CH3:36].C([O-])([O-])=O.[Cs+].[Cs+]. Product: [Cl:1][C:2]1[CH:3]=[CH:4][C:5]2[CH:9]=[C:8]([O:10][S:11]([N:13]3[CH2:18][CH2:17][N:16]([CH2:36][C:29]4[CH:28]=[CH:33][C:32]([C:34]#[N:35])=[CH:31][CH:30]=4)[C:15](=[O:19])[CH:14]3[CH2:20][C:21]([O:23][CH2:24][CH3:25])=[O:22])=[O:12])[S:7][C:6]=2[CH:26]=1. The catalyst class is: 31. (3) Reactant: C[O:2][C:3]([C:5]1[C:6]([C:11]2[CH:16]=[CH:15][CH:14]=[CH:13][CH:12]=2)=[N:7][O:8][C:9]=1[CH3:10])=[O:4].[OH-].[Na+]. Product: [CH3:10][C:9]1[O:8][N:7]=[C:6]([C:11]2[CH:16]=[CH:15][CH:14]=[CH:13][CH:12]=2)[C:5]=1[C:3]([OH:4])=[O:2]. The catalyst class is: 5. (4) Reactant: C(N(CC)CC)C.[C:8]([O:31][CH2:32][CH2:33][O:34][CH2:35][CH2:36][OH:37])(=[O:30])[CH2:9][CH2:10][CH2:11][CH2:12][CH2:13][CH2:14][CH2:15][CH2:16][CH2:17][CH2:18][CH2:19][CH2:20][CH2:21][CH2:22][CH2:23][CH2:24][CH2:25][CH2:26][CH2:27][CH2:28][CH3:29].[C:38]1([CH3:48])[CH:43]=[CH:42][C:41]([S:44](Cl)(=[O:46])=[O:45])=[CH:40][CH:39]=1.O. Product: [C:8]([O:31][CH2:32][CH2:33][O:34][CH2:35][CH2:36][O:37][S:44]([C:41]1[CH:42]=[CH:43][C:38]([CH3:48])=[CH:39][CH:40]=1)(=[O:46])=[O:45])(=[O:30])[CH2:9][CH2:10][CH2:11][CH2:12][CH2:13][CH2:14][CH2:15][CH2:16][CH2:17][CH2:18][CH2:19][CH2:20][CH2:21][CH2:22][CH2:23][CH2:24][CH2:25][CH2:26][CH2:27][CH2:28][CH3:29]. The catalyst class is: 4.